This data is from Reaction yield outcomes from USPTO patents with 853,638 reactions. The task is: Predict the reaction yield, written as a fraction of the theoretical maximum amount of product (1.0 means a 100% yield; for example, 0.34 means a 34% yield). (1) The reactants are [Br:1][C:2]1[CH:10]=[CH:9][C:5]([C:6]([OH:8])=O)=[C:4]([CH3:11])[CH:3]=1.[CH3:12][Li]. No catalyst specified. The product is [Br:1][C:2]1[CH:10]=[CH:9][C:5]([C:6](=[O:8])[CH3:12])=[C:4]([CH3:11])[CH:3]=1. The yield is 0.680. (2) The reactants are CCN(C(C)C)C(C)C.[CH2:10]1[C:18]2[CH:17]=[CH:16][CH:15]=[C:14]([C:19]([O:21][CH3:22])=[O:20])[C:13]=2[CH2:12][NH:11]1.[S:23](Cl)([CH3:26])(=[O:25])=[O:24]. The product is [CH3:26][S:23]([N:11]1[CH2:12][C:13]2[C:14]([C:19]([O:21][CH3:22])=[O:20])=[CH:15][CH:16]=[CH:17][C:18]=2[CH2:10]1)(=[O:25])=[O:24]. The yield is 0.520. The catalyst is C(Cl)Cl. (3) The reactants are [N:1]1[CH:6]=[CH:5][CH:4]=[C:3]([C:7]2([C:11]([NH2:13])=O)[CH2:10][CH2:9][CH2:8]2)[CH:2]=1.COC1C=CC(P2(SP(C3C=CC(OC)=CC=3)(=S)S2)=[S:23])=CC=1. The catalyst is C1COCC1. The product is [N:1]1[CH:6]=[CH:5][CH:4]=[C:3]([C:7]2([C:11](=[S:23])[NH2:13])[CH2:10][CH2:9][CH2:8]2)[CH:2]=1. The yield is 0.748. (4) The reactants are I[C:2]1[CH:3]=[C:4]2[C:9](=[CH:10][CH:11]=1)[O:8][CH2:7][CH2:6][C@@H:5]2[NH:12]C(=O)OC(C)(C)C.[CH2:20]([Zn])[C:21]([CH3:24])([CH3:23])[CH3:22].C1COCC1. The catalyst is C1C=CC(P(C2C=CC=CC=2)[C-]2C=CC=C2)=CC=1.C1C=CC(P(C2C=CC=CC=2)[C-]2C=CC=C2)=CC=1.Cl[Pd]Cl.[Fe+2]. The product is [CH2:20]([C:2]1[CH:3]=[C:4]2[C:9](=[CH:10][CH:11]=1)[O:8][CH2:7][CH2:6][C@@H:5]2[NH2:12])[C:21]([CH3:24])([CH3:23])[CH3:22]. The yield is 0.570. (5) The reactants are N1CCCC(NC(=O)OC(C)(C)C)C1.[O:15]=[C:16]1[C:24]2[C:23]([NH:25][C:26]3[CH:27]=[C:28]([CH3:32])[CH:29]=[CH:30][CH:31]=3)=[N:22][C:21]([N:33]3[CH2:38][CH2:37][CH2:36][CH:35]([NH:39]C(=O)OC(C)(C)C)[CH2:34]3)=[N:20][C:19]=2[CH2:18][NH:17]1.Cl.O1CCOCC1.[OH-].[Na+]. No catalyst specified. The product is [NH2:39][CH:35]1[CH2:36][CH2:37][CH2:38][N:33]([C:21]2[N:22]=[C:23]([NH:25][C:26]3[CH:27]=[C:28]([CH3:32])[CH:29]=[CH:30][CH:31]=3)[C:24]3[C:16](=[O:15])[NH:17][CH2:18][C:19]=3[N:20]=2)[CH2:34]1. The yield is 0.648. (6) The reactants are [C:1]([CH2:3][C:4]([OH:6])=O)#[N:2].[N:7]1([CH2:13][C:14]2[CH:28]=[CH:27][C:17]3[NH:18][C:19]([C:21]4[C:25]([NH2:26])=[CH:24][NH:23][N:22]=4)=[N:20][C:16]=3[CH:15]=2)[CH2:12][CH2:11][O:10][CH2:9][CH2:8]1.CN(C(ON1N=NC2C=CC=CC1=2)=[N+](C)C)C.[B-](F)(F)(F)F. The catalyst is CN(C=O)C. The product is [C:1]([CH2:3][C:4]([NH:26][C:25]1[C:21]([C:19]2[NH:18][C:17]3[CH:27]=[CH:28][C:14]([CH2:13][N:7]4[CH2:8][CH2:9][O:10][CH2:11][CH2:12]4)=[CH:15][C:16]=3[N:20]=2)=[N:22][NH:23][CH:24]=1)=[O:6])#[N:2]. The yield is 0.770. (7) The reactants are [Br:1][C:2]1[N:7]=[C:6](I)[C:5]([NH2:9])=[CH:4][CH:3]=1.CCO.C([O-])([O-])=O.[Na+].[Na+].[CH3:19][C:20]1([CH3:29])[CH2:25][CH2:24][C:23](B(O)O)=[CH:22][CH2:21]1. The catalyst is C1(C)C=CC=CC=1.CCOC(C)=O.C1C=CC([P]([Pd]([P](C2C=CC=CC=2)(C2C=CC=CC=2)C2C=CC=CC=2)([P](C2C=CC=CC=2)(C2C=CC=CC=2)C2C=CC=CC=2)[P](C2C=CC=CC=2)(C2C=CC=CC=2)C2C=CC=CC=2)(C2C=CC=CC=2)C2C=CC=CC=2)=CC=1. The product is [Br:1][C:2]1[N:7]=[C:6]([C:23]2[CH2:24][CH2:25][C:20]([CH3:29])([CH3:19])[CH2:21][CH:22]=2)[C:5]([NH2:9])=[CH:4][CH:3]=1. The yield is 0.710.